From a dataset of Reaction yield outcomes from USPTO patents with 853,638 reactions. Predict the reaction yield, written as a fraction of the theoretical maximum amount of product (1.0 means a 100% yield; for example, 0.34 means a 34% yield). (1) The reactants are [CH2:1]([N:8]1[C:12]([NH2:13])=[CH:11][C:10]([C:14]2[CH:19]=[CH:18][C:17]([Cl:20])=[CH:16][CH:15]=2)=[N:9]1)[C:2]1[CH:7]=[CH:6][CH:5]=[CH:4][CH:3]=1.[C:21](O)(=[O:24])[CH2:22][SH:23]. The catalyst is C1(C)C=CC=CC=1. The product is [CH2:1]([N:8]1[C:12]([NH:13][C:21](=[O:24])[CH2:22][SH:23])=[CH:11][C:10]([C:14]2[CH:15]=[CH:16][C:17]([Cl:20])=[CH:18][CH:19]=2)=[N:9]1)[C:2]1[CH:3]=[CH:4][CH:5]=[CH:6][CH:7]=1. The yield is 0.570. (2) The reactants are [Br:1][C:2]1[CH:7]=[C:6]([N+:8]([O-])=O)[CH:5]=[CH:4][C:3]=1[C:11]([CH3:16])([CH2:14][OH:15])[CH2:12]O.C(C=P(CCCC)(CCCC)CCCC)#N.O.O.[Sn](Cl)Cl. The catalyst is C1C=CC=CC=1. The product is [Br:1][C:2]1[CH:7]=[C:6]([CH:5]=[CH:4][C:3]=1[C:11]1([CH3:16])[CH2:14][O:15][CH2:12]1)[NH2:8]. The yield is 0.180. (3) The reactants are [C:1]1([CH2:7][N:8]([CH2:18][C:19]2[CH:24]=[CH:23][CH:22]=[CH:21][CH:20]=2)[C:9]2[S:13][C:12]([C:14]([NH:16][NH2:17])=[O:15])=[CH:11][CH:10]=2)[CH:6]=[CH:5][CH:4]=[CH:3][CH:2]=1.[NH:25]([C:34]([O:36][CH2:37][C:38]1[CH:43]=[CH:42][CH:41]=[CH:40][CH:39]=1)=[O:35])[C@H:26]([C:31](O)=[O:32])[CH2:27][CH:28]([CH3:30])[CH3:29].C(Cl)CCl.C1C=CC2N(O)N=NC=2C=1. The catalyst is CN(C=O)C. The product is [CH3:29][CH:28]([CH3:30])[CH2:27][C@H:26]([NH:25][C:34]([O:36][CH2:37][C:38]1[CH:43]=[CH:42][CH:41]=[CH:40][CH:39]=1)=[O:35])[C:31]([NH:17][NH:16][C:14]([C:12]1[S:13][C:9]([N:8]([CH2:7][C:1]2[CH:2]=[CH:3][CH:4]=[CH:5][CH:6]=2)[CH2:18][C:19]2[CH:24]=[CH:23][CH:22]=[CH:21][CH:20]=2)=[CH:10][CH:11]=1)=[O:15])=[O:32]. The yield is 0.780. (4) The reactants are [C:1]([O:5][C:6](=[O:20])[C:7]1[CH:12]=[CH:11][CH:10]=[C:9]([C:13]2[C:18]([CH3:19])=[CH:17][CH:16]=[CH:15][N:14]=2)[CH:8]=1)([CH3:4])([CH3:3])[CH3:2].NC(N)=[O:23].OO.C1(=O)OC(=O)C2=CC=CC=C12.[O-]S([O-])=O.[Na+].[Na+].C([O-])([O-])=O.[Na+].[Na+]. The catalyst is CCOC(C)=O.O. The product is [C:1]([O:5][C:6]([C:7]1[CH:8]=[C:9]([C:13]2[C:18]([CH3:19])=[CH:17][CH:16]=[CH:15][N+:14]=2[O-:23])[CH:10]=[CH:11][CH:12]=1)=[O:20])([CH3:4])([CH3:3])[CH3:2]. The yield is 0.950. (5) The reactants are [NH2:1][C:2]1[N:3]=[C:4](S(C)(=O)=O)[C:5]2[N:10]=[C:9]([CH:11]3[CH2:13][CH2:12]3)[S:8][C:6]=2[N:7]=1.[C:18]([O-])([O-])=[O:19].[K+].[K+]. The catalyst is O1CCOCC1.CO. The product is [NH2:1][C:2]1[N:3]=[C:4]([O:19][CH3:18])[C:5]2[N:10]=[C:9]([CH:11]3[CH2:13][CH2:12]3)[S:8][C:6]=2[N:7]=1. The yield is 0.900. (6) The reactants are [Br:1][C:2]1[CH:7]=[CH:6][N:5]=[C:4]([C:8]([OH:10])=O)[CH:3]=1.ClC(N(C)C)=C(C)C.[CH3:19][O:20][CH:21]1[CH2:26][CH2:25][N:24]([C:27]2[CH:36]=[CH:35][CH:34]=[C:33]3[C:28]=2[CH2:29][CH2:30][NH:31][CH:32]3[C:37]([NH:39][C:40]2[CH:52]=[CH:51][C:43]([C:44]([O:46][C:47]([CH3:50])([CH3:49])[CH3:48])=[O:45])=[CH:42][CH:41]=2)=[O:38])[CH2:23][CH2:22]1. The catalyst is C(Cl)Cl.CCOC(C)=O.O. The product is [Br:1][C:2]1[CH:7]=[CH:6][N:5]=[C:4]([C:8]([N:31]2[CH2:30][CH2:29][C:28]3[C:33](=[CH:34][CH:35]=[CH:36][C:27]=3[N:24]3[CH2:23][CH2:22][CH:21]([O:20][CH3:19])[CH2:26][CH2:25]3)[CH:32]2[C:37]([NH:39][C:40]2[CH:41]=[CH:42][C:43]([C:44]([O:46][C:47]([CH3:48])([CH3:50])[CH3:49])=[O:45])=[CH:51][CH:52]=2)=[O:38])=[O:10])[CH:3]=1. The yield is 0.780.